This data is from Forward reaction prediction with 1.9M reactions from USPTO patents (1976-2016). The task is: Predict the product of the given reaction. (1) Given the reactants Br[C:2]1[CH:7]=[CH:6][C:5]([CH2:8][O:9][Si:10]([C:13]([CH3:16])([CH3:15])[CH3:14])([CH3:12])[CH3:11])=[CH:4][N:3]=1.[Li][CH2:18]CCC.[CH2:22]1[CH2:26][O:25][CH2:24][CH2:23]1, predict the reaction product. The product is: [Si:10]([O:9][CH2:8][C:5]1[CH:6]=[CH:7][C:2]([C:26](=[O:25])[CH2:22][CH:23]([CH3:18])[CH3:24])=[N:3][CH:4]=1)([C:13]([CH3:16])([CH3:15])[CH3:14])([CH3:12])[CH3:11]. (2) Given the reactants [Cl:1][C:2]1[N:7]=[C:6](Cl)[C:5]([CH3:9])=[CH:4][N:3]=1.[NH:10]1[CH2:15][CH2:14][CH:13]([OH:16])[CH2:12][CH2:11]1.C([O-])([O-])=O.[Na+].[Na+], predict the reaction product. The product is: [Cl:1][C:2]1[N:7]=[C:6]([N:10]2[CH2:15][CH2:14][CH:13]([OH:16])[CH2:12][CH2:11]2)[C:5]([CH3:9])=[CH:4][N:3]=1. (3) Given the reactants [Br:1][C:2]1[CH:7]=[CH:6][C:5]([CH3:8])=[CH:4][N+:3]=1[O-].[C:10]([NH2:14])([CH3:13])([CH3:12])[CH3:11].C1(C)C=CC(S(OS(C2C=CC(C)=CC=2)(=O)=O)(=O)=O)=CC=1, predict the reaction product. The product is: [Br:1][C:2]1[N:3]=[C:4]([NH:14][C:10]([CH3:13])([CH3:12])[CH3:11])[C:5]([CH3:8])=[CH:6][CH:7]=1. (4) The product is: [CH3:1][N:2]([CH2:17][CH2:18][N:19]1[CH2:24][CH2:23][O:22][CH2:21][CH2:20]1)[C:3]1[S:4][C:5]2[CH:11]=[C:10]([N+:12]([O-:14])=[O:13])[CH:9]=[CH:8][C:6]=2[N:7]=1. Given the reactants [CH3:1][NH:2][C:3]1[S:4][C:5]2[CH:11]=[C:10]([N+:12]([O-:14])=[O:13])[CH:9]=[CH:8][C:6]=2[N:7]=1.Cl.Cl[CH2:17][CH2:18][N:19]1[CH2:24][CH2:23][O:22][CH2:21][CH2:20]1, predict the reaction product. (5) Given the reactants N1CCC[C@H]1C(O)=O.C(Cl)(=O)CCCCCCCCC.[C:21]([N:38]1[CH2:45][CH2:44][CH2:43][C@H:39]1[C:40]([OH:42])=[O:41])(=[O:37])[CH2:22][CH2:23][CH2:24][CH2:25][CH2:26][CH2:27][CH2:28][CH2:29][CH2:30]CCCCCC.C(Cl)(=O)CCCCCCCCCCCCCCC, predict the reaction product. The product is: [C:21]([N:38]1[CH2:45][CH2:44][CH2:43][C@H:39]1[C:40]([OH:42])=[O:41])(=[O:37])[CH2:22][CH2:23][CH2:24][CH2:25][CH2:26][CH2:27][CH2:28][CH2:29][CH3:30].